From a dataset of Catalyst prediction with 721,799 reactions and 888 catalyst types from USPTO. Predict which catalyst facilitates the given reaction. (1) Reactant: [OH:1][CH2:2][C:3]1[N:4]([CH:26]([CH3:28])[CH3:27])[C:5]2[CH:10]=[C:9]([NH:11][C:12]3[CH:17]=[CH:16][N:15]=[C:14]([C:18]4[CH2:23][CH2:22][C:21](=[O:24])[CH2:20][CH:19]=4)[N:13]=3)[N:8]=[CH:7][C:6]=2[N:25]=1.CO.[BH4-].[Na+]. Product: [OH:1][CH2:2][C:3]1[N:4]([CH:26]([CH3:28])[CH3:27])[C:5]2[CH:10]=[C:9]([NH:11][C:12]3[CH:17]=[CH:16][N:15]=[C:14]([C:18]4[CH2:23][CH2:22][CH:21]([OH:24])[CH2:20][CH:19]=4)[N:13]=3)[N:8]=[CH:7][C:6]=2[N:25]=1. The catalyst class is: 4. (2) Reactant: [N:1]1([C:6]2[CH:18]=[CH:17][C:16]3[C:15]4[C:10](=[CH:11][CH:12]=[CH:13][CH:14]=4)[NH:9][C:8]=3[CH:7]=2)[CH:5]=[CH:4][CH:3]=[N:2]1.Br[C:20]1[CH:32]=[CH:31][C:30]2[C:29]3[C:24](=[CH:25][CH:26]=[CH:27][CH:28]=3)[N:23]([C:33]3[CH:38]=[CH:37][CH:36]=[CH:35][N:34]=3)[C:22]=2[CH:21]=1.CC([O-])(C)C.[Na+]. Product: [N:1]1([C:6]2[CH:18]=[CH:17][C:16]3[C:15]4[C:10](=[CH:11][CH:12]=[CH:13][CH:14]=4)[N:9]([C:20]4[CH:32]=[CH:31][C:30]5[C:29]6[C:24](=[CH:25][CH:26]=[CH:27][CH:28]=6)[N:23]([C:33]6[CH:38]=[CH:37][CH:36]=[CH:35][N:34]=6)[C:22]=5[CH:21]=4)[C:8]=3[CH:7]=2)[CH:5]=[CH:4][CH:3]=[N:2]1. The catalyst class is: 187. (3) Reactant: [NH2:1][C@H:2]([CH2:7][CH3:8])[C:3]([O:5][CH3:6])=[O:4].[CH3:9][C:10]([CH3:12])=O.C([O-])(=O)C.[Na+].C(O[BH-](OC(=O)C)OC(=O)C)(=O)C.[Na+].Cl.C(=O)([O-])[O-].[Na+].[Na+]. Product: [CH:10]([NH:1][C@H:2]([CH2:7][CH3:8])[C:3]([O:5][CH3:6])=[O:4])([CH3:12])[CH3:9]. The catalyst class is: 4. (4) Reactant: CCN(CC)CC.[O:8]1[CH2:13][CH2:12][CH2:11][CH:10]([NH:14][C:15]2[C:16]([NH2:21])=[CH:17][CH:18]=[CH:19][CH:20]=2)[CH2:9]1.[C:22]([O:26][C:27]([NH:29][C@@H:30]([CH3:34])[C:31](O)=[O:32])=[O:28])([CH3:25])([CH3:24])[CH3:23].C1C=NC2N(O)N=NC=2C=1.Cl.CN(C)CCCN=C=NCC. Product: [C:22]([O:26][C:27](=[O:28])[NH:29][C@H:30]([C:31](=[O:32])[NH:21][C:16]1[CH:17]=[CH:18][CH:19]=[CH:20][C:15]=1[NH:14][CH:10]1[CH2:11][CH2:12][CH2:13][O:8][CH2:9]1)[CH3:34])([CH3:23])([CH3:24])[CH3:25]. The catalyst class is: 2. (5) Reactant: [CH3:1][S:2](Cl)(=[O:4])=[O:3].[Cl:6][C:7]1[CH:12]=[CH:11][C:10]([CH:13]2[CH2:18][CH:17]([OH:19])[CH2:16][CH2:15][O:14]2)=[CH:9][CH:8]=1. Product: [CH3:1][S:2]([O:19][CH:17]1[CH2:16][CH2:15][O:14][CH:13]([C:10]2[CH:11]=[CH:12][C:7]([Cl:6])=[CH:8][CH:9]=2)[CH2:18]1)(=[O:4])=[O:3]. The catalyst class is: 34. (6) Reactant: [NH:1]1[C:5]2=[CH:6][N:7]=[CH:8][CH:9]=[C:4]2[CH:3]=[C:2]1[C:10]([O:12][CH3:13])=[O:11].[CH3:14]C(C)([O-])C.[K+].[F:20][C:21]1[CH:28]=[C:27]([I:29])[CH:26]=[CH:25][C:22]=1[CH2:23]Br. Product: [F:20][C:21]1[CH:28]=[C:27]([I:29])[CH:26]=[CH:25][C:22]=1[CH2:23][N:1]1[C:5]2=[CH:6][N:7]=[CH:8][CH:9]=[C:4]2[CH:3]=[C:2]1[C:10]([O:12][CH2:13][CH3:14])=[O:11]. The catalyst class is: 3.